This data is from NCI-60 drug combinations with 297,098 pairs across 59 cell lines. The task is: Regression. Given two drug SMILES strings and cell line genomic features, predict the synergy score measuring deviation from expected non-interaction effect. (1) Drug 1: CN1CCC(CC1)COC2=C(C=C3C(=C2)N=CN=C3NC4=C(C=C(C=C4)Br)F)OC. Drug 2: CC(CN1CC(=O)NC(=O)C1)N2CC(=O)NC(=O)C2. Cell line: 786-0. Synergy scores: CSS=7.05, Synergy_ZIP=-2.07, Synergy_Bliss=0.149, Synergy_Loewe=-0.913, Synergy_HSA=1.54. (2) Drug 1: CC1=C(C=C(C=C1)NC(=O)C2=CC=C(C=C2)CN3CCN(CC3)C)NC4=NC=CC(=N4)C5=CN=CC=C5. Drug 2: B(C(CC(C)C)NC(=O)C(CC1=CC=CC=C1)NC(=O)C2=NC=CN=C2)(O)O. Cell line: HOP-92. Synergy scores: CSS=47.0, Synergy_ZIP=3.03, Synergy_Bliss=3.76, Synergy_Loewe=-40.0, Synergy_HSA=-4.58. (3) Drug 1: C1C(C(OC1N2C=NC3=C2NC=NCC3O)CO)O. Drug 2: C(CCl)NC(=O)N(CCCl)N=O. Cell line: SNB-75. Synergy scores: CSS=5.69, Synergy_ZIP=-0.442, Synergy_Bliss=3.02, Synergy_Loewe=0.742, Synergy_HSA=0.783.